This data is from Forward reaction prediction with 1.9M reactions from USPTO patents (1976-2016). The task is: Predict the product of the given reaction. (1) Given the reactants [CH3:1][C:2]1[CH:3]=[C:4]([C:9]2[C:10]([N:26]([CH2:31][CH2:32][CH2:33]O)[CH2:27][CH:28]([CH3:30])[CH3:29])=[C:11]([NH:15][C:16](=[O:25])[C:17]3[CH:22]=[C:21]([CH3:23])[CH:20]=[C:19]([CH3:24])[CH:18]=3)[CH:12]=[N:13][CH:14]=2)[CH:5]=[C:6]([CH3:8])[CH:7]=1.[N+:35]([C:38]1[CH:43]=[CH:42][CH:41]=[CH:40][C:39]=1[S:44]([NH2:47])(=[O:46])=[O:45])([O-:37])=[O:36], predict the reaction product. The product is: [CH3:8][C:6]1[CH:5]=[C:4]([C:9]2[C:10]([N:26]([CH2:27][CH:28]([CH3:29])[CH3:30])[CH2:31][CH2:32][CH2:33][NH:47][S:44]([C:39]3[CH:40]=[CH:41][CH:42]=[CH:43][C:38]=3[N+:35]([O-:37])=[O:36])(=[O:45])=[O:46])=[C:11]([NH:15][C:16](=[O:25])[C:17]3[CH:18]=[C:19]([CH3:24])[CH:20]=[C:21]([CH3:23])[CH:22]=3)[CH:12]=[N:13][CH:14]=2)[CH:3]=[C:2]([CH3:1])[CH:7]=1. (2) Given the reactants [BH4-].[Na+].[Cl:3][C:4]1[CH:5]=[C:6]([CH2:11][N:12]2[C:16]3[C:17](=[O:22])[CH2:18][CH2:19][CH2:20][CH2:21][C:15]=3[N:14]=[C:13]2[CH:23]([CH3:25])[CH3:24])[CH:7]=[CH:8][C:9]=1[Cl:10], predict the reaction product. The product is: [Cl:3][C:4]1[CH:5]=[C:6]([CH2:11][N:12]2[C:16]3[CH:17]([OH:22])[CH2:18][CH2:19][CH2:20][CH2:21][C:15]=3[N:14]=[C:13]2[CH:23]([CH3:25])[CH3:24])[CH:7]=[CH:8][C:9]=1[Cl:10]. (3) Given the reactants [OH:1][NH:2][C:3](=[O:9])[O:4][C:5]([CH3:8])([CH3:7])[CH3:6].[OH-].[K+].[CH2:12]([O:14][C:15](=[O:20])[C:16](Br)([CH3:18])[CH3:17])[CH3:13], predict the reaction product. The product is: [C:5]([O:4][C:3]([NH:2][O:1][C:16]([CH3:18])([CH3:17])[C:15]([O:14][CH2:12][CH3:13])=[O:20])=[O:9])([CH3:8])([CH3:7])[CH3:6]. (4) Given the reactants [CH3:1][O:2][C:3]1[CH:4]=[C:5]([CH:8]=[CH:9][CH:10]=1)[CH:6]=O.[O:11]1[C:15]2([CH2:20][CH2:19][NH:18][CH2:17][CH2:16]2)[O:14][CH2:13][CH2:12]1.C(O[BH-](OC(=O)C)OC(=O)C)(=O)C.[Na+].C(O)(=O)C.C(=O)([O-])[O-].[Na+].[Na+], predict the reaction product. The product is: [CH3:1][O:2][C:3]1[CH:4]=[C:5]([CH:8]=[CH:9][CH:10]=1)[CH2:6][N:18]1[CH2:19][CH2:20][C:15]2([O:14][CH2:13][CH2:12][O:11]2)[CH2:16][CH2:17]1.